Predict which catalyst facilitates the given reaction. From a dataset of Catalyst prediction with 721,799 reactions and 888 catalyst types from USPTO. Reactant: [Si](O[CH:9]1[CH:22](O[Si](C(C)(C)C)(C)C)[C:21]2[C:20](=[O:31])[C:19](=[O:32])[CH:18]=[CH:17][C:16]=2[C:15]2[C:10]1=[CH:11][CH:12]=[CH:13][CH:14]=2)(C(C)(C)C)(C)C.O1CCCC1.[F-].C([N+](CCCC)(CCCC)CCCC)CCC. Product: [C:20]1(=[O:31])[C:21]2[CH:22]=[CH:9][C:10]3[C:15](=[CH:14][CH:13]=[CH:12][CH:11]=3)[C:16]=2[CH:17]=[CH:18][C:19]1=[O:32]. The catalyst class is: 15.